Dataset: Full USPTO retrosynthesis dataset with 1.9M reactions from patents (1976-2016). Task: Predict the reactants needed to synthesize the given product. (1) The reactants are: Br[C:2]1[CH:3]=[C:4]([N:8]2[C:16]3[CH:15]=[CH:14][C:13]([CH3:17])=[CH:12][C:11]=3[C:10]3[CH2:18][N:19]([CH3:22])[CH2:20][CH2:21][C:9]2=3)[CH:5]=[CH:6][CH:7]=1.[CH3:23][N:24]1[CH:28]=[C:27](B2OC(C)(C)C(C)(C)O2)[CH:26]=[N:25]1.C([O-])([O-])=O.[K+].[K+].O. Given the product [CH3:22][N:19]1[CH2:20][CH2:21][C:9]2[N:8]([C:4]3[CH:3]=[CH:2][CH:7]=[C:6]([C:27]4[CH:26]=[N:25][N:24]([CH3:23])[CH:28]=4)[CH:5]=3)[C:16]3[CH:15]=[CH:14][C:13]([CH3:17])=[CH:12][C:11]=3[C:10]=2[CH2:18]1, predict the reactants needed to synthesize it. (2) Given the product [CH2:4]([O:3][C:1]([N:19]1[CH2:20][CH2:21][C:22]([C:30]2[CH:35]=[CH:34][CH:33]=[CH:32][CH:31]=2)([N:25]2[CH2:29][CH2:28][CH2:27][CH2:26]2)[CH2:23][CH2:24]1)=[O:2])[C:5]1[CH:10]=[CH:9][CH:8]=[CH:7][CH:6]=1, predict the reactants needed to synthesize it. The reactants are: [C:1](Cl)([O:3][CH2:4][C:5]1[CH:10]=[CH:9][CH:8]=[CH:7][CH:6]=1)=[O:2].C([N:19]1[CH2:24][CH2:23][C:22]([C:30]2[CH:35]=[CH:34][CH:33]=[CH:32][CH:31]=2)([N:25]2[CH2:29][CH2:28][CH2:27][CH2:26]2)[CH2:21][CH2:20]1)C1C=CC=CC=1.C(OCC)(=O)C.